From a dataset of TCR-epitope binding with 47,182 pairs between 192 epitopes and 23,139 TCRs. Binary Classification. Given a T-cell receptor sequence (or CDR3 region) and an epitope sequence, predict whether binding occurs between them. (1) Result: 0 (the TCR does not bind to the epitope). The TCR CDR3 sequence is CASSARSGELFF. The epitope is TSNQVAVLY. (2) The epitope is LLWNGPMAV. The TCR CDR3 sequence is CASSPTSQGLAKNIQYF. Result: 1 (the TCR binds to the epitope). (3) The epitope is VLAWLYAAV. The TCR CDR3 sequence is CASSQGTGNEQFF. Result: 0 (the TCR does not bind to the epitope). (4) The epitope is DPFRLLQNSQVFS. The TCR CDR3 sequence is CASSLYLGVGETQYF. Result: 0 (the TCR does not bind to the epitope). (5) The epitope is LLQTGIHVRVSQPSL. The TCR CDR3 sequence is CASSLGGPDTQYF. Result: 0 (the TCR does not bind to the epitope). (6) The epitope is RPRGEVRFL. The TCR CDR3 sequence is CATRIGWGTDTQYF. Result: 1 (the TCR binds to the epitope). (7) The epitope is KLSYGIATV. The TCR CDR3 sequence is CASSQEWSGLEQYF. Result: 1 (the TCR binds to the epitope). (8) The epitope is MPASWVMRI. The TCR CDR3 sequence is CASSPAGGAASSYNEQFF. Result: 1 (the TCR binds to the epitope). (9) The TCR CDR3 sequence is CASSGQEYGYTF. The epitope is KAFSPEVIPMF. Result: 1 (the TCR binds to the epitope). (10) The epitope is KLGGALQAK. The TCR CDR3 sequence is CASKWGTGQNNEKLFF. Result: 1 (the TCR binds to the epitope).